From a dataset of Reaction yield outcomes from USPTO patents with 853,638 reactions. Predict the reaction yield, written as a fraction of the theoretical maximum amount of product (1.0 means a 100% yield; for example, 0.34 means a 34% yield). (1) The yield is 0.480. The reactants are [CH2:1]([O:3][CH:4]([O:19][CH2:20][CH3:21])[C@@H:5]([NH:7][CH2:8][C:9]1[CH:18]=[CH:17][CH:16]=[C:15]2[C:10]=1[N:11]=[CH:12][CH:13]=[N:14]2)[CH3:6])[CH3:2].[CH:22]1[C:34]2[CH:33]([CH2:35][O:36][C:37]([NH:39][C@@H:40]([CH2:44][C:45]3[CH:50]=[CH:49][C:48]([O:51][C:52]([CH3:55])([CH3:54])[CH3:53])=[CH:47][CH:46]=3)[C:41](O)=[O:42])=[O:38])[C:32]3[C:27](=[CH:28][CH:29]=[CH:30][CH:31]=3)[C:26]=2[CH:25]=[CH:24][CH:23]=1. The product is [C:52]([O:51][C:48]1[CH:47]=[CH:46][C:45]([CH2:44][C@H:40]([NH:39][C:37](=[O:38])[O:36][CH2:35][CH:33]2[C:34]3[CH:22]=[CH:23][CH:24]=[CH:25][C:26]=3[C:27]3[C:32]2=[CH:31][CH:30]=[CH:29][CH:28]=3)[C:41]([N:7]([C@@H:5]([CH3:6])[CH:4]([O:19][CH2:20][CH3:21])[O:3][CH2:1][CH3:2])[CH2:8][C:9]2[CH:18]=[CH:17][CH:16]=[C:15]3[C:10]=2[N:11]=[CH:12][CH:13]=[N:14]3)=[O:42])=[CH:50][CH:49]=1)([CH3:55])([CH3:53])[CH3:54]. No catalyst specified. (2) The reactants are [CH:1](=O)[CH2:2][CH3:3].C(=[O:10])CC(C)C.N1CCC[C@H]1C(O)=O.[CH:19](=[O:23])[CH:20]([CH3:22])[CH3:21]. No catalyst specified. The product is [OH:23][C@@H:19]([CH:2]([CH3:3])[CH3:1])[C@H:20]([CH3:22])[CH:21]=[O:10]. The yield is 0.820. (3) The reactants are [CH3:1][O:2][CH2:3][C:4]1[CH:5]=[C:6]([C:16]#[N:17])[C:7]([C:10]2[CH:15]=[CH:14][CH:13]=[CH:12][CH:11]=2)=[CH:8][CH:9]=1.[BH4-].[Na+]. The catalyst is O.O.O.O.O.O.[Co](Cl)Cl.CO. The product is [CH3:1][O:2][CH2:3][C:4]1[CH:9]=[CH:8][C:7]([C:10]2[CH:11]=[CH:12][CH:13]=[CH:14][CH:15]=2)=[C:6]([CH2:16][NH2:17])[CH:5]=1. The yield is 0.650.